Dataset: NCI-60 drug combinations with 297,098 pairs across 59 cell lines. Task: Regression. Given two drug SMILES strings and cell line genomic features, predict the synergy score measuring deviation from expected non-interaction effect. (1) Drug 1: COC1=CC(=CC(=C1O)OC)C2C3C(COC3=O)C(C4=CC5=C(C=C24)OCO5)OC6C(C(C7C(O6)COC(O7)C8=CC=CS8)O)O. Drug 2: C1CC(C1)(C(=O)O)C(=O)O.[NH2-].[NH2-].[Pt+2]. Cell line: DU-145. Synergy scores: CSS=52.1, Synergy_ZIP=-0.132, Synergy_Bliss=0.205, Synergy_Loewe=-5.73, Synergy_HSA=3.16. (2) Drug 1: C1=CC(=CC=C1CCCC(=O)O)N(CCCl)CCCl. Drug 2: C1CCC(C(C1)N)N.C(=O)(C(=O)[O-])[O-].[Pt+4]. Cell line: A498. Synergy scores: CSS=18.7, Synergy_ZIP=-11.0, Synergy_Bliss=-8.44, Synergy_Loewe=-6.82, Synergy_HSA=-5.14. (3) Drug 1: CS(=O)(=O)C1=CC(=C(C=C1)C(=O)NC2=CC(=C(C=C2)Cl)C3=CC=CC=N3)Cl. Drug 2: CCCCCOC(=O)NC1=NC(=O)N(C=C1F)C2C(C(C(O2)C)O)O. Cell line: MALME-3M. Synergy scores: CSS=3.95, Synergy_ZIP=0.102, Synergy_Bliss=4.45, Synergy_Loewe=0.434, Synergy_HSA=1.51. (4) Drug 1: C1=CN(C=N1)CC(O)(P(=O)(O)O)P(=O)(O)O. Drug 2: C(CN)CNCCSP(=O)(O)O. Cell line: IGROV1. Synergy scores: CSS=0.178, Synergy_ZIP=0.732, Synergy_Bliss=1.65, Synergy_Loewe=-0.300, Synergy_HSA=-0.663.